The task is: Predict the reaction yield, written as a fraction of the theoretical maximum amount of product (1.0 means a 100% yield; for example, 0.34 means a 34% yield).. This data is from Reaction yield outcomes from USPTO patents with 853,638 reactions. (1) The reactants are CC1C=CC(C(O)=O)=CC=1.C(ON1C(=O)C2=CC=CC=C2C1=O)(=O)C1C=CC=CC=1.O=O.[C:33](O)(=[O:43])[C:34]1[CH:42]=[CH:41][C:37]([C:38]([OH:40])=[O:39])=[CH:36][CH:35]=1. The catalyst is [Ti].O.O.O.O.C([O-])(=O)C.[Co+2].C([O-])(=O)C.O.O.O.O.C([O-])(=O)C.[Mn+2].C([O-])(=O)C.C(O)(=O)C. The product is [C:38]([C:37]1[CH:41]=[CH:42][C:34]([CH:33]=[O:43])=[CH:35][CH:36]=1)([OH:40])=[O:39]. The yield is 0.632. (2) The reactants are [Cl:1][C:2]1[CH:7]=[CH:6][C:5]([CH2:8][C:9]#[N:10])=[CH:4][CH:3]=1.Cl[CH2:12][CH2:13][N:14]([CH2:22][CH2:23]Cl)[C:15](=[O:21])[O:16][C:17]([CH3:20])([CH3:19])[CH3:18].[H-].[Na+]. The catalyst is CN(C=O)C. The product is [Cl:1][C:2]1[CH:7]=[CH:6][C:5]([C:8]2([C:9]#[N:10])[CH2:23][CH2:22][N:14]([C:15]([O:16][C:17]([CH3:19])([CH3:18])[CH3:20])=[O:21])[CH2:13][CH2:12]2)=[CH:4][CH:3]=1. The yield is 0.710. (3) The reactants are Cl.[C:2]([O:6][C:7](=[O:13])[C@H:8]([CH:10]([CH3:12])[CH3:11])[NH2:9])([CH3:5])([CH3:4])[CH3:3].C(N(CC)CC)C.[N+:21]([C:24]1[CH:31]=[CH:30][CH:29]=[CH:28][C:25]=1[CH2:26]Cl)([O-:23])=[O:22]. The catalyst is CCO. The product is [C:2]([O:6][C:7](=[O:13])[C@@H:8]([NH:9][CH2:26][C:25]1[CH:28]=[CH:29][CH:30]=[CH:31][C:24]=1[N+:21]([O-:23])=[O:22])[CH:10]([CH3:11])[CH3:12])([CH3:5])([CH3:4])[CH3:3]. The yield is 0.800. (4) The reactants are [CH2:1]([N:4]1[CH2:8][CH2:7][C@@H:6]([C:9]2[CH:14]=[CH:13][C:12]([NH2:15])=[CH:11][CH:10]=2)[CH2:5]1)[CH2:2][CH3:3].CN(C1C=CC=CN=1)C.[O:25]1[C:29]([C:30]2[S:34][C:33]([S:35](Cl)(=[O:37])=[O:36])=[CH:32][CH:31]=2)=[CH:28][CH:27]=[N:26]1. The catalyst is O1CCCC1. The product is [CH2:1]([N:4]1[CH2:8][CH2:7][C@@H:6]([C:9]2[CH:10]=[CH:11][C:12]([NH:15][S:35]([C:33]3[S:34][C:30]([C:29]4[O:25][N:26]=[CH:27][CH:28]=4)=[CH:31][CH:32]=3)(=[O:36])=[O:37])=[CH:13][CH:14]=2)[CH2:5]1)[CH2:2][CH3:3]. The yield is 0.330.